From a dataset of Forward reaction prediction with 1.9M reactions from USPTO patents (1976-2016). Predict the product of the given reaction. Given the reactants Br[C:2]1[CH:3]=[C:4]([NH:11][C:12](=[O:14])[CH3:13])[CH:5]=[C:6]([N+:8]([O-:10])=[O:9])[CH:7]=1.N#N.[F:17][C:18]1[CH:19]=[C:20](B(O)O)[CH:21]=[CH:22][C:23]=1[F:24].C(=O)([O-])[O-].[Na+].[Na+], predict the reaction product. The product is: [F:17][C:18]1[CH:19]=[C:20]([C:2]2[CH:7]=[C:6]([N+:8]([O-:10])=[O:9])[CH:5]=[C:4]([NH:11][C:12](=[O:14])[CH3:13])[CH:3]=2)[CH:21]=[CH:22][C:23]=1[F:24].